Dataset: Forward reaction prediction with 1.9M reactions from USPTO patents (1976-2016). Task: Predict the product of the given reaction. Given the reactants [CH3:1][N:2]([CH:4]=[O:5])C.[F:6][C:7]1[C:12]([CH:13]([O:19][CH3:20])[CH2:14][CH2:15][CH2:16][CH2:17][CH3:18])=[CH:11][CH:10]=[CH:9][C:8]=1[C:21]1[N:22]=C(N)[S:24][CH:25]=1.[CH2:27]([O:29][C:30](=[O:43])[C:31]([CH3:42])=[CH:32][C:33]1[C:38]([F:39])=[CH:37][C:36](Br)=[CH:35][C:34]=1[F:41])[CH3:28].C(N(CC)CC)C, predict the reaction product. The product is: [F:39][C:38]1[CH:37]=[C:36]([C:4](=[O:5])[NH:2][C:1]2[S:24][CH:25]=[C:21]([C:8]3[CH:9]=[CH:10][CH:11]=[C:12]([CH:13]([O:19][CH3:20])[CH2:14][CH2:15][CH2:16][CH2:17][CH3:18])[C:7]=3[F:6])[N:22]=2)[CH:35]=[C:34]([F:41])[C:33]=1[CH:32]=[C:31]([CH3:42])[C:30]([O:29][CH2:27][CH3:28])=[O:43].